Task: Predict the reactants needed to synthesize the given product.. Dataset: Full USPTO retrosynthesis dataset with 1.9M reactions from patents (1976-2016) (1) Given the product [CH2:35]([O:37][C:38](=[O:48])[CH2:39][C:40]1[CH:41]=[C:42]([C:21]2[CH:20]=[CH:19][C:18]([C:17]3[O:16][N:15]=[C:14]([CH3:33])[C:13]=3[NH:12][C:11]([O:10][CH:8]([C:3]3[CH:4]=[CH:5][CH:6]=[CH:7][C:2]=3[Cl:1])[CH3:9])=[O:34])=[CH:23][CH:22]=2)[C:43]([F:46])=[CH:44][CH:45]=1)[CH3:36], predict the reactants needed to synthesize it. The reactants are: [Cl:1][C:2]1[CH:7]=[CH:6][CH:5]=[CH:4][C:3]=1[CH:8]([O:10][C:11](=[O:34])[NH:12][C:13]1[C:14]([CH3:33])=[N:15][O:16][C:17]=1[C:18]1[CH:23]=[CH:22][C:21](B2OC(C)(C)C(C)(C)O2)=[CH:20][CH:19]=1)[CH3:9].[CH2:35]([O:37][C:38](=[O:48])[CH2:39][C:40]1[CH:45]=[CH:44][C:43]([F:46])=[C:42](Br)[CH:41]=1)[CH3:36]. (2) Given the product [Cl:1][C:2]1[CH:3]=[C:4]2[C:10]([C:11]3[N:16]=[C:15]([N:17]4[CH2:22][CH2:21][NH:20][CH2:19][C@@H:18]4[C:30]([NH:31][CH2:32][C:33]([F:35])([F:36])[F:34])=[O:37])[CH:14]=[N:13][CH:12]=3)=[CH:9][N:8]([S:38]([C:41]3[CH:42]=[CH:43][C:44]([CH3:47])=[CH:45][CH:46]=3)(=[O:40])=[O:39])[C:5]2=[N:6][CH:7]=1, predict the reactants needed to synthesize it. The reactants are: [Cl:1][C:2]1[CH:3]=[C:4]2[C:10]([C:11]3[N:16]=[C:15]([N:17]4[CH2:22][CH2:21][N:20](C(OC(C)(C)C)=O)[CH2:19][C@@H:18]4[C:30](=[O:37])[NH:31][CH2:32][C:33]([F:36])([F:35])[F:34])[CH:14]=[N:13][CH:12]=3)=[CH:9][N:8]([S:38]([C:41]3[CH:46]=[CH:45][C:44]([CH3:47])=[CH:43][CH:42]=3)(=[O:40])=[O:39])[C:5]2=[N:6][CH:7]=1.Cl. (3) Given the product [F:14][C:15]1[CH:16]=[C:17]([CH:21]=[C:22]([F:24])[CH:23]=1)[C:18]([N:11]=[C:9]1[N:8]([CH:26]([CH2:31][CH3:32])[C:27]([OH:29])=[O:28])[C:7]2[CH:12]=[CH:13][C:4]([O:3][CH2:1][CH3:2])=[CH:5][C:6]=2[S:10]1)=[O:19], predict the reactants needed to synthesize it. The reactants are: [CH2:1]([O:3][C:4]1[CH:13]=[CH:12][C:7]2[N:8]=[C:9]([NH2:11])[S:10][C:6]=2[CH:5]=1)[CH3:2].[F:14][C:15]1[CH:16]=[C:17]([CH:21]=[C:22]([F:24])[CH:23]=1)[C:18](Cl)=[O:19].Br[CH:26]([CH2:31][CH3:32])[C:27]([O:29]C)=[O:28].COC1C=CC2N=C(N)SC=2C=1.ClC1C=C(C=CC=1)C(Cl)=O.BrCC(OCC)=O. (4) Given the product [CH2:22]([N:10]1[C:9]2[C:8](=[O:11])[NH:7][C:6](=[O:12])[N:5]([CH3:13])[C:4]=2[N:3]=[C:2]1[Cl:1])[CH:21]=[CH2:20], predict the reactants needed to synthesize it. The reactants are: [Cl:1][C:2]1[NH:10][C:9]2[C:8](=[O:11])[NH:7][C:6](=[O:12])[N:5]([CH3:13])[C:4]=2[N:3]=1.C(=O)([O-])[O-].[K+].[K+].[CH2:20](Br)[CH:21]=[CH2:22]. (5) Given the product [Br:30][C:31]1[C:32]([F:41])=[C:33]2[C:39]([NH:40][C:4](=[O:5])[C@@H:3]([O:2][CH3:1])[CH3:7])=[CH:38][NH:37][C:34]2=[N:35][CH:36]=1, predict the reactants needed to synthesize it. The reactants are: [CH3:1][O:2][C@@H:3]([CH3:7])[C:4](O)=[O:5].O=C1N(P(Cl)(N2CCOC2=O)=O)CCO1.C(N(CC)CC)C.[Br:30][C:31]1[C:32]([F:41])=[C:33]2[C:39]([NH2:40])=[CH:38][NH:37][C:34]2=[N:35][CH:36]=1.[Li+].[OH-].C([O-])([O-])=O.[Na+].[Na+]. (6) Given the product [Cl:14][C:15]1[CH:16]=[CH:17][C:18]([CH3:25])=[C:19]([C:20](=[O:21])[CH2:12][C:11]#[N:13])[CH:24]=1, predict the reactants needed to synthesize it. The reactants are: [Li+].C[Si]([N-][Si](C)(C)C)(C)C.[C:11](#[N:13])[CH3:12].[Cl:14][C:15]1[CH:16]=[CH:17][C:18]([CH3:25])=[C:19]([CH:24]=1)[C:20](OC)=[O:21].[NH4+].[Cl-]. (7) Given the product [NH2:8][C:9]1[N:14]=[C:13]([CH3:15])[N:12]=[C:11]([C:16]2[C:17]([NH:22][C:23]3[CH:24]=[CH:25][C:26]([NH:29][C:30]([NH:32][C:33]4[CH:38]=[CH:37][CH:36]=[C:35]([F:39])[CH:34]=4)=[O:31])=[N:27][CH:28]=3)=[N:18][CH:19]=[CH:20][CH:21]=2)[N:10]=1, predict the reactants needed to synthesize it. The reactants are: COC1C=CC(C[N:8](CC2C=CC(OC)=CC=2)[C:9]2[N:14]=[C:13]([CH3:15])[N:12]=[C:11]([C:16]3[C:17]([NH:22][C:23]4[CH:24]=[CH:25][C:26]([NH:29][C:30]([NH:32][C:33]5[CH:38]=[CH:37][CH:36]=[C:35]([F:39])[CH:34]=5)=[O:31])=[N:27][CH:28]=4)=[N:18][CH:19]=[CH:20][CH:21]=3)[N:10]=2)=CC=1.FC(F)(F)S(O)(=O)=O.C(=O)(O)[O-].[Na+]. (8) Given the product [C:1]([C:3]1[C:4]([N:22]2[CH2:23][CH2:24][CH:25]([C:28](=[O:30])[NH:43][S:40]([CH2:39][C:33]3[CH:34]=[CH:35][C:36]([Cl:38])=[CH:37][C:32]=3[Cl:31])(=[O:41])=[O:42])[CH2:26][CH2:27]2)=[N:5][C:6]([CH2:15][N:16]2[CH2:20][CH2:19][CH2:18][C:17]2=[O:21])=[C:7]([CH:8]=1)[C:9]([O:11][CH:12]([CH3:13])[CH3:14])=[O:10])#[N:2], predict the reactants needed to synthesize it. The reactants are: [C:1]([C:3]1[C:4]([N:22]2[CH2:27][CH2:26][CH:25]([C:28]([OH:30])=O)[CH2:24][CH2:23]2)=[N:5][C:6]([CH2:15][N:16]2[CH2:20][CH2:19][CH2:18][C:17]2=[O:21])=[C:7]([C:9]([O:11][CH:12]([CH3:14])[CH3:13])=[O:10])[CH:8]=1)#[N:2].[Cl:31][C:32]1[CH:37]=[C:36]([Cl:38])[CH:35]=[CH:34][C:33]=1[CH2:39][S:40]([NH2:43])(=[O:42])=[O:41]. (9) Given the product [ClH:12].[Cl:12][C:11]1[CH:7]=[C:3]([C:4]([NH2:6])=[O:5])[C:1](=[NH:2])[N:24]([C@@H:22]([C:18]2[CH:19]=[CH:20][CH:21]=[C:16]([F:15])[CH:17]=2)[CH3:23])[CH:10]=1, predict the reactants needed to synthesize it. The reactants are: [C:1]([CH:3]([CH:7]1[C:11]([Cl:12])=[C:10](Cl)C(=O)O1)[C:4]([NH2:6])=[O:5])#[N:2].[F:15][C:16]1[CH:17]=[C:18]([C@H:22]([NH2:24])[CH3:23])[CH:19]=[CH:20][CH:21]=1.C(N(CC)CC)C.